This data is from NCI-60 drug combinations with 297,098 pairs across 59 cell lines. The task is: Regression. Given two drug SMILES strings and cell line genomic features, predict the synergy score measuring deviation from expected non-interaction effect. Drug 1: C1C(C(OC1N2C=C(C(=O)NC2=O)F)CO)O. Drug 2: CC1=C(C(=O)C2=C(C1=O)N3CC4C(C3(C2COC(=O)N)OC)N4)N. Cell line: IGROV1. Synergy scores: CSS=18.1, Synergy_ZIP=-7.00, Synergy_Bliss=-1.69, Synergy_Loewe=0.654, Synergy_HSA=1.24.